The task is: Predict the product of the given reaction.. This data is from Forward reaction prediction with 1.9M reactions from USPTO patents (1976-2016). (1) Given the reactants [Cl:1][C:2]1[CH:22]=[CH:21][C:5]([O:6][C:7]2[CH:8]=[C:9]([NH:13][CH2:14][CH:15]([OH:20])[C:16]([F:19])([F:18])[F:17])[CH:10]=[CH:11][CH:12]=2)=[CH:4][C:3]=1[CH2:23][CH3:24].[CH:25]1([CH:31]=O)[CH2:30][CH2:29][CH2:28][CH2:27][CH2:26]1.C(O[BH-](OC(=O)C)OC(=O)C)(=O)C.[Na+].C(O)(=O)C, predict the reaction product. The product is: [Cl:1][C:2]1[CH:22]=[CH:21][C:5]([O:6][C:7]2[CH:8]=[C:9]([N:13]([CH2:31][CH:25]3[CH2:30][CH2:29][CH2:28][CH2:27][CH2:26]3)[CH2:14][CH:15]([OH:20])[C:16]([F:18])([F:19])[F:17])[CH:10]=[CH:11][CH:12]=2)=[CH:4][C:3]=1[CH2:23][CH3:24]. (2) Given the reactants [CH2:1]([Li])[CH3:2].C1C=CC=CC=1.C1CCCCC1.[N:16]12[CH2:23][CH2:22][CH:19]([CH2:20][CH2:21]1)[C:18](=[O:24])[CH2:17]2, predict the reaction product. The product is: [CH2:1]([C:18]1([OH:24])[CH:19]2[CH2:22][CH2:23][N:16]([CH2:21][CH2:20]2)[CH2:17]1)[CH3:2]. (3) Given the reactants [CH3:1][O:2][C:3](=[O:18])[C:4]([C:8]1[CH:13]=[CH:12][C:11]([F:14])=[CH:10][C:9]=1[N+:15]([O-])=O)=[C:5]([OH:7])[CH3:6].[C]=O.N1C2C(=CC=CC=2)C=C1, predict the reaction product. The product is: [F:14][C:11]1[CH:10]=[C:9]2[C:8]([C:4]([C:3]([O:2][CH3:1])=[O:18])=[C:5]([CH3:6])[NH:15]2)=[CH:13][CH:12]=1.[C:5]([C:4]1[C:8]2[C:9](=[CH:10][C:11]([F:14])=[CH:12][CH:13]=2)[NH:15][C:3]=1[O:2][CH3:1])(=[O:7])[CH3:6].